The task is: Regression. Given a peptide amino acid sequence and an MHC pseudo amino acid sequence, predict their binding affinity value. This is MHC class I binding data.. This data is from Peptide-MHC class I binding affinity with 185,985 pairs from IEDB/IMGT. (1) The peptide sequence is CSDETTLYY. The MHC is HLA-A01:01 with pseudo-sequence HLA-A01:01. The binding affinity (normalized) is 1.00. (2) The peptide sequence is MQLQLNCAY. The MHC is HLA-A03:01 with pseudo-sequence HLA-A03:01. The binding affinity (normalized) is 0.0847. (3) The peptide sequence is RRLAARGLL. The MHC is HLA-B27:05 with pseudo-sequence HLA-B27:05. The binding affinity (normalized) is 0.642. (4) The peptide sequence is SLQEEIAFL. The MHC is HLA-A02:02 with pseudo-sequence HLA-A02:02. The binding affinity (normalized) is 1.00. (5) The peptide sequence is KEALAPVPI. The MHC is H-2-Kk with pseudo-sequence H-2-Kk. The binding affinity (normalized) is 0.776.